From a dataset of Catalyst prediction with 721,799 reactions and 888 catalyst types from USPTO. Predict which catalyst facilitates the given reaction. (1) Reactant: [H-].[Na+].[F:3][C:4]1[CH:28]=[CH:27][C:26]([OH:29])=[CH:25][C:5]=1[CH2:6][O:7][C:8]([N:10]1[CH2:15][CH2:14][N:13](C(OC(C)(C)C)=O)[CH2:12][C@H:11]1[CH2:23][CH3:24])=[O:9].[CH3:30]I.[ClH:32]. Product: [ClH:32].[F:3][C:4]1[CH:28]=[CH:27][C:26]([O:29][CH3:30])=[CH:25][C:5]=1[CH2:6][O:7][C:8]([N:10]1[CH2:15][CH2:14][NH:13][CH2:12][C@H:11]1[CH2:23][CH3:24])=[O:9]. The catalyst class is: 3. (2) Reactant: [NH2:1][C:2]1[CH:3]=[C:4]([CH:21]=[CH:22][CH:23]=1)[O:5][C:6]1[CH:7]=[CH:8][C:9]2[N:10]([CH:12]=[C:13]([NH:15][C:16]([CH:18]3[CH2:20][CH2:19]3)=[O:17])[N:14]=2)[CH:11]=1.[C:24]1([CH:32]=O)[C:25]([CH:30]=[O:31])=[CH:26][CH:27]=[CH:28][CH:29]=1. Product: [O:31]=[C:30]1[C:25]2[C:24](=[CH:29][CH:28]=[CH:27][CH:26]=2)[CH2:32][N:1]1[C:2]1[CH:3]=[C:4]([CH:21]=[CH:22][CH:23]=1)[O:5][C:6]1[CH:7]=[CH:8][C:9]2[N:10]([CH:12]=[C:13]([NH:15][C:16]([CH:18]3[CH2:20][CH2:19]3)=[O:17])[N:14]=2)[CH:11]=1. The catalyst class is: 15. (3) Reactant: [CH3:1][C:2]([O:5][C:6]([N:8]1[CH2:14][CH2:13][C:12]2[CH:15]=[CH:16][C:17]([CH2:19][O:20][C:21]3[N:26]=[CH:25][C:24]([C:27]([OH:29])=O)=[CH:23][CH:22]=3)=[CH:18][C:11]=2[CH2:10][CH2:9]1)=[O:7])([CH3:4])[CH3:3].O=[C:31](N1C=CN=C1)[N:32]1C=CN=C1.CN. Product: [CH3:31][NH:32][C:27]([C:24]1[CH:23]=[CH:22][C:21]([O:20][CH2:19][C:17]2[CH:16]=[CH:15][C:12]3[CH2:13][CH2:14][N:8]([C:6]([O:5][C:2]([CH3:1])([CH3:3])[CH3:4])=[O:7])[CH2:9][CH2:10][C:11]=3[CH:18]=2)=[N:26][CH:25]=1)=[O:29]. The catalyst class is: 7. (4) Reactant: C1N2CCN(CC2)C1.[CH2:9]([N:16]1[C:25]2[C:20](=[CH:21][CH:22]=[CH:23][N:24]=2)[C:19](Cl)=[C:18]([S:27]([CH3:30])(=[O:29])=[O:28])[C:17]1=[O:31])[C:10]1[CH:15]=[CH:14][CH:13]=[CH:12][CH:11]=1.[N:32]1([C:38]([C:40]2[S:41][CH:42]=[CH:43][CH:44]=2)=[O:39])[CH2:37][CH2:36][NH:35][CH2:34][CH2:33]1. Product: [CH2:9]([N:16]1[C:25]2[C:20](=[CH:21][CH:22]=[CH:23][N:24]=2)[C:19]([N:35]2[CH2:36][CH2:37][N:32]([C:38]([C:40]3[S:41][CH:42]=[CH:43][CH:44]=3)=[O:39])[CH2:33][CH2:34]2)=[C:18]([S:27]([CH3:30])(=[O:29])=[O:28])[C:17]1=[O:31])[C:10]1[CH:15]=[CH:14][CH:13]=[CH:12][CH:11]=1. The catalyst class is: 264. (5) Reactant: CO[C:3](=[O:31])/[CH:4]=[CH:5]/[C:6]1[CH:7]=[CH:8][C:9]2[O:27][C:13]3([CH2:18][CH2:17][N:16]([CH2:19][C:20]4[CH:25]=[CH:24][C:23]([F:26])=[CH:22][CH:21]=4)[CH2:15][CH2:14]3)[N:12]([CH3:28])[C:11](=[O:29])[C:10]=2[CH:30]=1.[OH-].[Na+].Cl.C(Cl)C[Cl:37].C1C=CC2[N:47]([OH:48])N=NC=2C=1.NOC1CCCCO1. Product: [ClH:37].[F:26][C:23]1[CH:22]=[CH:21][C:20]([CH2:19][N:16]2[CH2:17][CH2:18][C:13]3([N:12]([CH3:28])[C:11](=[O:29])[C:10]4[CH:30]=[C:6](/[CH:5]=[CH:4]/[C:3]([NH:47][OH:48])=[O:31])[CH:7]=[CH:8][C:9]=4[O:27]3)[CH2:14][CH2:15]2)=[CH:25][CH:24]=1. The catalyst class is: 38. (6) Reactant: ClC(Cl)(O[C:5](=[O:11])OC(Cl)(Cl)Cl)Cl.[CH:13]1([CH2:16][NH:17][C:18](=[O:32])[C:19]2[CH:24]=[C:23]([N+:25]([O-:27])=[O:26])[CH:22]=[CH:21][C:20]=2[NH:28][CH:29]([CH3:31])[CH3:30])[CH2:15][CH2:14]1.C(=O)([O-])O.[Na+]. Product: [CH:13]1([CH2:16][N:17]2[C:18](=[O:32])[C:19]3[C:20](=[CH:21][CH:22]=[C:23]([N+:25]([O-:27])=[O:26])[CH:24]=3)[N:28]([CH:29]([CH3:31])[CH3:30])[C:5]2=[O:11])[CH2:15][CH2:14]1. The catalyst class is: 1.